Dataset: Full USPTO retrosynthesis dataset with 1.9M reactions from patents (1976-2016). Task: Predict the reactants needed to synthesize the given product. (1) Given the product [F:1][C:2]([F:18])([F:17])[C:3]1[CH:8]=[CH:7][CH:6]=[CH:5][C:4]=1[N:9]1[CH:13]=[C:12]([C:14](=[S:28])[NH2:16])[N:11]=[CH:10]1, predict the reactants needed to synthesize it. The reactants are: [F:1][C:2]([F:18])([F:17])[C:3]1[CH:8]=[CH:7][CH:6]=[CH:5][C:4]=1[N:9]1[CH:13]=[C:12]([C:14]([NH2:16])=O)[N:11]=[CH:10]1.COC1C=CC(P2(SP(C3C=CC(OC)=CC=3)(=S)S2)=[S:28])=CC=1. (2) Given the product [C:1]([O:5][C:6]([N:8]([CH3:48])[C@H:9]([C:13]([NH:15][C@H:16]([C:20]([N:22]([C@@H:24]([C@@H:44]([CH3:47])[CH2:45][CH3:46])[C@H:25]([O:42][CH3:43])[CH2:26][C:27]([N:29]1[CH2:33][CH2:32][CH2:31][C@H:30]1[C@H:34]([O:40][CH3:41])[C@@H:35]([CH3:36])[C:37]([NH:65][C@H:56](/[CH:57]=[CH:58]\[C:59]1[CH:64]=[CH:63][CH:62]=[CH:61][CH:60]=1)[CH2:55][C:49]1[CH:54]=[CH:53][CH:52]=[CH:51][CH:50]=1)=[O:38])=[O:28])[CH3:23])=[O:21])[CH:17]([CH3:18])[CH3:19])=[O:14])[CH:10]([CH3:12])[CH3:11])=[O:7])([CH3:2])([CH3:3])[CH3:4], predict the reactants needed to synthesize it. The reactants are: [C:1]([O:5][C:6]([N:8]([CH3:48])[C@H:9]([C:13]([NH:15][C@H:16]([C:20]([N:22]([C@@H:24]([C@@H:44]([CH3:47])[CH2:45][CH3:46])[C@H:25]([O:42][CH3:43])[CH2:26][C:27]([N:29]1[CH2:33][CH2:32][CH2:31][C@H:30]1[C@H:34]([O:40][CH3:41])[C@H:35]([C:37](O)=[O:38])[CH3:36])=[O:28])[CH3:23])=[O:21])[CH:17]([CH3:19])[CH3:18])=[O:14])[CH:10]([CH3:12])[CH3:11])=[O:7])([CH3:4])([CH3:3])[CH3:2].[C:49]1([CH2:55][C@H:56]([NH2:65])/[CH:57]=[CH:58]\[C:59]2[CH:64]=[CH:63][CH:62]=[CH:61][CH:60]=2)[CH:54]=[CH:53][CH:52]=[CH:51][CH:50]=1. (3) Given the product [OH-:17].[NH4+:8].[Cl:29][C:24]1[CH:25]=[CH:26][CH:27]=[CH:28][C:23]=1[C@H:21]([O:20][C:13]1[CH:12]=[C:11]([N:8]2[C:7]3[CH:30]=[C:3]([CH2:2][N:35]4[CH2:36][CH2:37][N:32]([CH3:31])[CH2:33][CH2:34]4)[CH:4]=[CH:5][C:6]=3[N:10]=[CH:9]2)[S:15][C:14]=1[C:16]([O:18][CH3:19])=[O:17])[CH3:22], predict the reactants needed to synthesize it. The reactants are: Cl[CH2:2][C:3]1[CH:4]=[CH:5][C:6]2[N:10]=[CH:9][N:8]([C:11]3[S:15][C:14]([C:16]([O:18][CH3:19])=[O:17])=[C:13]([O:20][C@@H:21]([C:23]4[CH:28]=[CH:27][CH:26]=[CH:25][C:24]=4[Cl:29])[CH3:22])[CH:12]=3)[C:7]=2[CH:30]=1.[CH3:31][N:32]1[CH2:37][CH2:36][NH:35][CH2:34][CH2:33]1.C(N(CC)CC)C. (4) Given the product [F:32][C:29]1[CH:28]=[CH:27][C:26]([C:24]2[O:25][C:21]3[CH:20]=[CH:19][C:18]([C:14]4[CH:15]=[CH:16][CH:17]=[C:12]([C:11]5[O:5][C:1]([CH:2]([CH3:4])[CH3:3])=[N:8][N:7]=5)[CH:13]=4)=[CH:37][C:22]=3[C:23]=2[C:33]([NH:35][CH3:36])=[O:34])=[CH:31][CH:30]=1, predict the reactants needed to synthesize it. The reactants are: [C:1](Cl)(=[O:5])[CH:2]([CH3:4])[CH3:3].[NH:7]1[C:11]([C:12]2[CH:13]=[C:14]([C:18]3[CH:19]=[CH:20][C:21]4[O:25][C:24]([C:26]5[CH:31]=[CH:30][C:29]([F:32])=[CH:28][CH:27]=5)=[C:23]([C:33]([NH:35][CH3:36])=[O:34])[C:22]=4[CH:37]=3)[CH:15]=[CH:16][CH:17]=2)=NN=[N:8]1. (5) Given the product [NH2:7][C@@H:8]([CH3:9])[C:10]([NH:11][CH2:12][C:13]1[N:22]=[C:21]([N:23]([C:25]2[CH:30]=[CH:29][C:28]([O:31][CH3:32])=[CH:27][CH:26]=2)[CH3:24])[C:20]2[C:15](=[CH:16][CH:17]=[CH:18][CH:19]=2)[N:14]=1)=[O:33], predict the reactants needed to synthesize it. The reactants are: C(OC(=O)[NH:7][C@H:8]([C:10](=[O:33])[NH:11][CH2:12][C:13]1[N:22]=[C:21]([N:23]([C:25]2[CH:30]=[CH:29][C:28]([O:31][CH3:32])=[CH:27][CH:26]=2)[CH3:24])[C:20]2[C:15](=[CH:16][CH:17]=[CH:18][CH:19]=2)[N:14]=1)[CH3:9])(C)(C)C.NCC1N=C(N(C2C=CC(OC)=CC=2)C)C2C(=CC=CC=2)N=1.N(C(OC(C)(C)C)=O)[C@H](C(O)=O)C.CCN=C=NCCCN(C)C.C(N(C(C)C)C(C)C)C. (6) Given the product [C:12]([C:14]1[S:18][C:17]([C:2]2[N:7]=[CH:6][C:5]([C:8]([O:10][CH3:11])=[O:9])=[CH:4][CH:3]=2)=[CH:16][CH:15]=1)#[N:13], predict the reactants needed to synthesize it. The reactants are: Cl[C:2]1[N:7]=[CH:6][C:5]([C:8]([O:10][CH3:11])=[O:9])=[CH:4][CH:3]=1.[C:12]([C:14]1[S:18][C:17](B(O)O)=[CH:16][CH:15]=1)#[N:13]. (7) Given the product [C:1]([N:4]1[CH2:9][CH2:8][N:7]([CH2:11][CH2:12][CH2:13][OH:14])[CH2:6][CH2:5]1)(=[O:3])[CH3:2], predict the reactants needed to synthesize it. The reactants are: [C:1]([N:4]1[CH2:9][CH2:8][NH:7][CH2:6][CH2:5]1)(=[O:3])[CH3:2].Br[CH2:11][CH2:12][CH2:13][OH:14].C(=O)([O-])[O-].[K+].[K+]. (8) Given the product [CH3:3][N:14]1[CH2:15][CH2:11][CH2:10][CH2:9][C@@H:13]1[CH2:12][OH:18], predict the reactants needed to synthesize it. The reactants are: NN[C:3](NN)=O.ClC1C=[C:15]2[C:11]([C:12](=[O:18])[C:13](=O)[NH:14]2)=[CH:10][C:9]=1I. (9) Given the product [C:19]([O:23][C:24](=[O:27])[CH2:25][N:13]1[C:14]2[C:10](=[CH:9][CH:8]=[C:7]([O:6][Si:5]([C:1]([CH3:4])([CH3:3])[CH3:2])([CH3:18])[CH3:17])[CH:15]=2)[C:11]([Cl:16])=[CH:12]1)([CH3:22])([CH3:21])[CH3:20], predict the reactants needed to synthesize it. The reactants are: [C:1]([Si:5]([CH3:18])([CH3:17])[O:6][C:7]1[CH:15]=[C:14]2[C:10]([C:11]([Cl:16])=[CH:12][NH:13]2)=[CH:9][CH:8]=1)([CH3:4])([CH3:3])[CH3:2].[C:19]([O:23][C:24](=[O:27])[CH2:25]Br)([CH3:22])([CH3:21])[CH3:20].C(=O)([O-])[O-].[Cs+].[Cs+]. (10) Given the product [CH3:32][O:31][C:27]1[CH:26]=[C:25]([CH:30]=[CH:29][CH:28]=1)[CH2:24][N:20]1[C:21](=[O:23])[NH:22][C:18]([CH2:17][CH2:16][CH2:15][C:12]2[CH:11]=[CH:10][C:9]([O:8][C:5]([CH3:7])([CH3:6])[C:4]([OH:33])=[O:3])=[CH:14][CH:13]=2)=[N:19]1, predict the reactants needed to synthesize it. The reactants are: C([O:3][C:4](=[O:33])[C:5]([O:8][C:9]1[CH:14]=[CH:13][C:12]([CH2:15][CH2:16][CH2:17][C:18]2[NH:22][C:21](=[O:23])[N:20]([CH2:24][C:25]3[CH:30]=[CH:29][CH:28]=[C:27]([O:31][CH3:32])[CH:26]=3)[N:19]=2)=[CH:11][CH:10]=1)([CH3:7])[CH3:6])C.[OH-].[Na+].Cl.